This data is from Forward reaction prediction with 1.9M reactions from USPTO patents (1976-2016). The task is: Predict the product of the given reaction. (1) The product is: [CH:1]1([CH2:6][CH:7]([N:11]2[C:19]3[C:14](=[CH:15][C:16]([O:20][C:21]([F:22])([F:24])[F:23])=[CH:17][CH:18]=3)[C:13](=[O:25])[C:12]2=[O:26])[C:8]([NH:33][C:30]2[CH:31]=[CH:32][N:28]([CH3:27])[N:29]=2)=[O:10])[CH2:2][CH2:3][CH2:4][CH2:5]1. Given the reactants [CH:1]1([CH2:6][CH:7]([N:11]2[C:19]3[C:14](=[CH:15][C:16]([O:20][C:21]([F:24])([F:23])[F:22])=[CH:17][CH:18]=3)[C:13](=[O:25])[C:12]2=[O:26])[C:8]([OH:10])=O)[CH2:5][CH2:4][CH2:3][CH2:2]1.[CH3:27][N:28]1[CH:32]=[CH:31][C:30]([NH2:33])=[N:29]1.C(N(CC)C(C)C)(C)C.F[P-](F)(F)(F)(F)F.N1(O[P+](N(C)C)(N(C)C)N(C)C)C2C=CC=CC=2N=N1, predict the reaction product. (2) Given the reactants [C:1]([C:3]1[CH:4]=[C:5]([NH:9][C:10]2[C:19]3[C:14](=[CH:15][C:16]([O:21][CH2:22][CH2:23][O:24][CH3:25])=[C:17]([NH2:20])[CH:18]=3)[N:13]=[CH:12][N:11]=2)[CH:6]=[CH:7][CH:8]=1)#[CH:2].C(=O)([O-])[O-].[Na+].[Na+].[O:32]1[C@H:37]2[CH2:38][N:39]([CH2:41]/[CH:42]=[CH:43]/[C:44](Cl)=[O:45])[CH2:40][C@H:36]2[O:35][CH2:34][CH2:33]1.O, predict the reaction product. The product is: [C:1]([C:3]1[CH:4]=[C:5]([NH:9][C:10]2[C:19]3[C:14](=[CH:15][C:16]([O:21][CH2:22][CH2:23][O:24][CH3:25])=[C:17]([NH:20][C:44](=[O:45])/[CH:43]=[CH:42]/[CH2:41][N:39]4[CH2:40][C@H:36]5[O:35][CH2:34][CH2:33][O:32][C@H:37]5[CH2:38]4)[CH:18]=3)[N:13]=[CH:12][N:11]=2)[CH:6]=[CH:7][CH:8]=1)#[CH:2]. (3) Given the reactants [CH3:1][N:2]=[C:3]=[O:4].Cl[C:6]1[CH:7]=[C:8]([NH:20][C:21]2[C:30]3[C:25](=[CH:26][CH:27]=[CH:28][C:29]=3[O:31][CH2:32][CH2:33][NH:34][CH3:35])[N:24]=[CH:23][N:22]=2)[CH:9]=C[C:11]=1[O:12][CH2:13][C:14]1[CH:19]=[CH:18][CH:17]=[CH:16][N:15]=1.[CH2:36]([Cl:38])Cl, predict the reaction product. The product is: [Cl:38][C:36]1[CH:9]=[C:8]([NH:20][C:21]2[C:30]3[C:25](=[CH:26][CH:27]=[CH:28][C:29]=3[O:31][CH2:32][CH2:33][N:34]([CH3:35])[C:3]([NH:2][CH3:1])=[O:4])[N:24]=[CH:23][N:22]=2)[CH:7]=[CH:6][C:11]=1[O:12][CH2:13][C:14]1[CH:19]=[CH:18][CH:17]=[CH:16][N:15]=1. (4) The product is: [OH:13][NH:12][C:11]([C:8]1[CH:7]=[CH:6][C:5]([CH2:4][C:3]([OH:15])=[O:2])=[CH:10][CH:9]=1)=[NH:14]. Given the reactants C[O:2][C:3](=[O:15])[CH2:4][C:5]1[CH:10]=[CH:9][C:8]([C:11](=[NH:14])[NH:12][OH:13])=[CH:7][CH:6]=1, predict the reaction product. (5) Given the reactants [Cl:1][C:2]1[C:10]2[N:9]=[C:8]([NH:11][C:12]3[C:20]4[O:19][C:18]([F:22])([F:21])[O:17][C:16]=4[CH:15]=[CH:14][CH:13]=3)[N:7]([CH2:23][CH2:24][CH2:25][C:26](OCC)=[O:27])[C:6]=2[C:5]([CH:31]([CH2:34][CH3:35])[CH2:32][CH3:33])=[CH:4][CH:3]=1.[BH4-].[Li+], predict the reaction product. The product is: [Cl:1][C:2]1[C:10]2[N:9]=[C:8]([NH:11][C:12]3[C:20]4[O:19][C:18]([F:22])([F:21])[O:17][C:16]=4[CH:15]=[CH:14][CH:13]=3)[N:7]([CH2:23][CH2:24][CH2:25][CH2:26][OH:27])[C:6]=2[C:5]([CH:31]([CH2:34][CH3:35])[CH2:32][CH3:33])=[CH:4][CH:3]=1. (6) The product is: [CH:23]1([C:21]([N:18]2[CH2:19][CH2:20][C@@H:16]([CH2:15][N:9]3[C:8]([C:5]4[CH:6]=[CH:7][C:2]([C:34]5[CH:42]=[C:41]6[C:37]([CH:38]=[N:39][NH:40]6)=[CH:36][CH:35]=5)=[CH:3][CH:4]=4)=[N:12][N:11]([CH3:13])[C:10]3=[O:14])[CH2:17]2)=[O:22])[CH2:25][CH2:24]1. Given the reactants Br[C:2]1[CH:7]=[CH:6][C:5]([C:8]2[N:9]([CH2:15][C@@H:16]3[CH2:20][CH2:19][N:18]([C:21]([CH:23]4[CH2:25][CH2:24]4)=[O:22])[CH2:17]3)[C:10](=[O:14])[N:11]([CH3:13])[N:12]=2)=[CH:4][CH:3]=1.CC1(C)C(C)(C)OB([C:34]2[CH:42]=[C:41]3[C:37]([CH:38]=[N:39][N:40]3C(OC(C)(C)C)=O)=[CH:36][CH:35]=2)O1.[O-]P([O-])([O-])=O.[K+].[K+].[K+], predict the reaction product.